Dataset: Full USPTO retrosynthesis dataset with 1.9M reactions from patents (1976-2016). Task: Predict the reactants needed to synthesize the given product. (1) Given the product [Cl:8][C:7]1[C:6](=[O:9])[N:5]([CH3:10])[N:4]=[CH:3][C:2]=1[Cl:1], predict the reactants needed to synthesize it. The reactants are: [Cl:1][C:2]1[CH:3]=[N:4][NH:5][C:6](=[O:9])[C:7]=1[Cl:8].[C:10](=O)([O-])[O-].[K+].[K+].IC. (2) Given the product [CH2:1]([O:8][N:9]=[C:10]1[CH2:14][N:13]([C:15](=[O:17])[CH2:32][O:25][C:26]2[CH:27]=[CH:28][CH:29]=[CH:30][CH:31]=2)[C@H:12]([C:22]([NH:51][C:47]2[CH:48]=[CH:49][C:50]3[N:38]([CH2:36][CH3:37])[C:39]4[C:44]([C:45]=3[CH:46]=2)=[CH:43][CH:42]=[CH:41][CH:40]=4)=[O:24])[CH2:11]1)[C:2]1[CH:3]=[CH:4][CH:5]=[CH:6][CH:7]=1, predict the reactants needed to synthesize it. The reactants are: [CH2:1]([O:8][N:9]=[C:10]1[CH2:14][N:13]([C:15]([O:17]C(C)(C)C)=O)[C@H:12]([C:22]([OH:24])=O)[CH2:11]1)[C:2]1[CH:7]=[CH:6][CH:5]=[CH:4][CH:3]=1.[O:25]([CH2:32]C(Cl)=O)[C:26]1[CH:31]=[CH:30][CH:29]=[CH:28][CH:27]=1.[CH2:36]([N:38]1[C:50]2[CH:49]=[CH:48][C:47]([NH2:51])=[CH:46][C:45]=2[C:44]2[C:39]1=[CH:40][CH:41]=[CH:42][CH:43]=2)[CH3:37]. (3) Given the product [Cl:1][C:2]1[CH:7]=[CH:6][CH:5]=[C:4]([F:8])[C:3]=1[C:9]1[NH:13][C:12](=[O:14])[N:11]([C:15]2[CH:24]=[CH:23][C:18]([C:19]([OH:21])=[O:20])=[CH:17][CH:16]=2)[N:10]=1, predict the reactants needed to synthesize it. The reactants are: [Cl:1][C:2]1[CH:7]=[CH:6][CH:5]=[C:4]([F:8])[C:3]=1[C:9]1[NH:13][C:12](=[O:14])[N:11]([C:15]2[CH:24]=[CH:23][C:18]([C:19]([O:21]C)=[O:20])=[CH:17][CH:16]=2)[N:10]=1.[OH-].[Na+]. (4) Given the product [CH2:1]([O:3][C:4](=[O:13])[C:5]1[CH:10]=[C:9]([CH3:11])[N:8]=[C:7]([CH:14]=[CH2:15])[CH:6]=1)[CH3:2], predict the reactants needed to synthesize it. The reactants are: [CH2:1]([O:3][C:4](=[O:13])[C:5]1[CH:10]=[C:9]([CH3:11])[N:8]=[C:7](Cl)[CH:6]=1)[CH3:2].[CH:14](B1OBOBO1)=[CH2:15].C([O-])([O-])=O.[K+].[K+].C1C=CC(P(C2C=CC=CC=2)C2C=CC=CC=2)=CC=1.